Dataset: Full USPTO retrosynthesis dataset with 1.9M reactions from patents (1976-2016). Task: Predict the reactants needed to synthesize the given product. (1) The reactants are: [C:1]([O:5][C:6]([NH:8][CH2:9][CH:10]([C:19]1[CH:24]=[C:23]([OH:25])[CH:22]=[CH:21][C:20]=1[CH3:26])[CH2:11][C:12]([O:14][C:15]([CH3:18])([CH3:17])[CH3:16])=[O:13])=[O:7])([CH3:4])([CH3:3])[CH3:2].[Cl:27][CH2:28][CH2:29][N:30]([CH2:34][CH2:35][Cl:36])[C:31](Cl)=[O:32]. Given the product [Cl:27][CH2:28][CH2:29][N:30]([CH2:34][CH2:35][Cl:36])[C:31]([O:25][C:23]1[CH:22]=[CH:21][C:20]([CH3:26])=[C:19]([CH:10]([CH2:9][NH:8][C:6]([O:5][C:1]([CH3:2])([CH3:3])[CH3:4])=[O:7])[CH2:11][C:12]([O:14][C:15]([CH3:16])([CH3:17])[CH3:18])=[O:13])[CH:24]=1)=[O:32], predict the reactants needed to synthesize it. (2) Given the product [Cl:27][C:28]1[CH:29]=[C:30]([NH:31][C:48]([NH:6][CH2:7][C:8]2[CH:9]=[C:10]3[C:14](=[CH:15][CH:16]=2)[C:13](=[O:17])[N:12]([CH:18]2[CH2:23][CH2:22][C:21](=[O:24])[NH:20][C:19]2=[O:25])[CH2:11]3)=[O:49])[CH:32]=[CH:33][C:34]=1[O:35][CH2:36][CH2:37][O:38][CH2:39][CH2:40][O:41][CH3:42], predict the reactants needed to synthesize it. The reactants are: CS(O)(=O)=O.[NH2:6][CH2:7][C:8]1[CH:9]=[C:10]2[C:14](=[CH:15][CH:16]=1)[C:13](=[O:17])[N:12]([CH:18]1[CH2:23][CH2:22][C:21](=[O:24])[NH:20][C:19]1=[O:25])[CH2:11]2.Cl.[Cl:27][C:28]1[CH:29]=[C:30]([CH:32]=[CH:33][C:34]=1[O:35][CH2:36][CH2:37][O:38][CH2:39][CH2:40][O:41][CH3:42])[NH2:31].Cl.O.CN([CH:48]=[O:49])C. (3) Given the product [Cl:20][C:17]1[CH:18]=[CH:19][C:14]([C:8]2([C:5]3[CH:6]=[CH:7][C:2]([C:29]4[CH:30]=[N:31][NH:32][CH:33]=4)=[CH:3][CH:4]=3)[CH2:13][CH2:12][NH:11][CH2:10][CH2:9]2)=[CH:15][CH:16]=1, predict the reactants needed to synthesize it. The reactants are: Br[C:2]1[CH:7]=[CH:6][C:5]([C:8]2([C:14]3[CH:19]=[CH:18][C:17]([Cl:20])=[CH:16][CH:15]=3)[CH2:13][CH2:12][NH:11][CH2:10][CH2:9]2)=[CH:4][CH:3]=1.CC1(C)C(C)(C)OB([C:29]2[CH:30]=[N:31][NH:32][CH:33]=2)O1. (4) Given the product [C:1]([N:5]1[C:20](=[O:21])[NH:19][C:17]([C:16]2[CH:22]=[C:23]([CH:24]=[CH:25][C:15]=2[Cl:14])[CH2:26][NH:27][C:28](=[O:33])[C:29]([F:32])([F:31])[F:30])=[N:6]1)([CH3:4])([CH3:3])[CH3:2], predict the reactants needed to synthesize it. The reactants are: [C:1]([NH:5][NH:6]C(OC(C)(C)C)=O)([CH3:4])([CH3:3])[CH3:2].[Cl:14][C:15]1[CH:25]=[CH:24][C:23]([CH2:26][NH:27][C:28](=[O:33])[C:29]([F:32])([F:31])[F:30])=[CH:22][C:16]=1[C:17]([N:19]=[C:20]=[O:21])=O.FC(F)(F)C(O)=O. (5) Given the product [C:34](=[O:35])([O:29][CH2:28]/[CH:27]=[CH:26]/[C:22]1[CH:21]=[C:20]([F:30])[C:19]([N:4]2[C:5]([CH3:18])=[CH:6][C:7]([O:8][CH2:9][C:10]3[CH:15]=[CH:14][C:13]([F:16])=[CH:12][C:11]=3[F:17])=[C:2]([Br:1])[C:3]2=[O:31])=[C:24]([F:25])[CH:23]=1)[NH2:36], predict the reactants needed to synthesize it. The reactants are: [Br:1][C:2]1[C:3](=[O:31])[N:4]([C:19]2[C:24]([F:25])=[CH:23][C:22](/[CH:26]=[CH:27]/[CH2:28][OH:29])=[CH:21][C:20]=2[F:30])[C:5]([CH3:18])=[CH:6][C:7]=1[O:8][CH2:9][C:10]1[CH:15]=[CH:14][C:13]([F:16])=[CH:12][C:11]=1[F:17].ClC(Cl)(Cl)[C:34]([N:36]=C=O)=[O:35]. (6) Given the product [CH3:8][C:3]1[CH:4]=[CH:5][CH:6]=[CH:7][C:2]=1[NH:1][S:19]([C:11]1[CH:12]=[C:13]([N+:16]([O-:18])=[O:17])[CH:14]=[CH:15][C:10]=1[CH3:9])(=[O:20])=[O:21], predict the reactants needed to synthesize it. The reactants are: [NH2:1][C:2]1[C:3]([CH3:8])=[CH:4][CH:5]=[CH:6][CH:7]=1.[CH3:9][C:10]1[CH:15]=[CH:14][C:13]([N+:16]([O-:18])=[O:17])=[CH:12][C:11]=1[S:19](Cl)(=[O:21])=[O:20]. (7) The reactants are: Cl.[NH2:2][C:3]1[C:4]([Cl:11])=[C:5]([OH:10])[C:6]([CH3:9])=[CH:7][CH:8]=1.Cl.[NH2:13][C:14]1[CH:19]=[CH:18][C:17]([N:20]([CH2:24][CH3:25])[CH2:21][CH2:22][OH:23])=[CH:16][CH:15]=1.[OH-].[NH4+].OO. Given the product [NH2:2][C:3]1[C:8](=[N:13][C:14]2[CH:15]=[CH:16][C:17]([N:20]([CH2:24][CH3:25])[CH2:21][CH2:22][OH:23])=[CH:18][CH:19]=2)[CH:7]=[C:6]([CH3:9])[C:5](=[O:10])[C:4]=1[Cl:11], predict the reactants needed to synthesize it. (8) Given the product [CH2:1]([N:8]1[C:12]([C:13]2[CH:14]=[CH:15][CH:16]=[CH:17][CH:18]=2)=[CH:11][C:10]([CH:19]=[O:20])=[C:9]1[Cl:21])[C:2]1[CH:3]=[CH:4][CH:5]=[CH:6][CH:7]=1, predict the reactants needed to synthesize it. The reactants are: [CH2:1]([N:8]1[C:12]([C:13]2[CH:18]=[CH:17][CH:16]=[CH:15][CH:14]=2)=[CH:11][C:10]([CH2:19][OH:20])=[C:9]1[Cl:21])[C:2]1[CH:7]=[CH:6][CH:5]=[CH:4][CH:3]=1.C[N+]1([O-])CCOCC1.